Dataset: Catalyst prediction with 721,799 reactions and 888 catalyst types from USPTO. Task: Predict which catalyst facilitates the given reaction. (1) The catalyst class is: 682. Reactant: [NH2:1][C:2]1[CH:7]=[C:6]([Cl:8])[C:5]([N+:9]([O-:11])=[O:10])=[CH:4][C:3]=1[OH:12].C(=O)([O-])[O-].[K+].[K+].[CH2:19](Br)[C:20]1[CH:25]=[CH:24][CH:23]=[CH:22][CH:21]=1. Product: [CH2:19]([O:12][C:3]1[CH:4]=[C:5]([N+:9]([O-:11])=[O:10])[C:6]([Cl:8])=[CH:7][C:2]=1[NH2:1])[C:20]1[CH:25]=[CH:24][CH:23]=[CH:22][CH:21]=1. (2) Reactant: [F:1][C:2]1[CH:7]=[CH:6][C:5]([CH:8]2[O:12]C(=O)[N:10]([C:14]([O:16][C:17]([CH3:20])([CH3:19])[CH3:18])=[O:15])[CH:9]2[CH2:21][C:22]2[CH:27]=[CH:26][CH:25]=[C:24]([S:28]([C:31]([F:34])([F:33])[F:32])(=[O:30])=[O:29])[CH:23]=2)=[CH:4][CH:3]=1.[OH-].[Na+].O. Product: [F:1][C:2]1[CH:7]=[CH:6][C:5]([CH:8]([OH:12])[CH:9]([NH:10][C:14](=[O:15])[O:16][C:17]([CH3:18])([CH3:19])[CH3:20])[CH2:21][C:22]2[CH:27]=[CH:26][CH:25]=[C:24]([S:28]([C:31]([F:34])([F:33])[F:32])(=[O:29])=[O:30])[CH:23]=2)=[CH:4][CH:3]=1. The catalyst class is: 5. (3) Reactant: Br[C:2]1[S:6][C:5]([C:7]2[CH:12]=[CH:11][C:10]([F:13])=[CH:9][CH:8]=2)=[N:4][C:3]=1[C:14]1[CH:15]=[C:16]([O:21][CH3:22])[C:17]([NH2:20])=[N:18][CH:19]=1.[N:23]1[CH:28]=[CH:27][C:26](B(O)O)=[CH:25][CH:24]=1.C([O-])([O-])=O.[Na+].[Na+]. Product: [F:13][C:10]1[CH:11]=[CH:12][C:7]([C:5]2[S:6][C:2]([C:26]3[CH:27]=[CH:28][N:23]=[CH:24][CH:25]=3)=[C:3]([C:14]3[CH:15]=[C:16]([O:21][CH3:22])[C:17]([NH2:20])=[N:18][CH:19]=3)[N:4]=2)=[CH:8][CH:9]=1. The catalyst class is: 104. (4) Reactant: [N:1]1[C:11]2[NH:10][C:9]3[CH:12]=[CH:13][CH:14]=[CH:15][C:8]=3[CH2:7][CH2:6][C:5]=2[CH:4]=[N:3][CH:2]=1.[H-].[Na+].Br[CH2:19][CH2:20][CH2:21][N:22]1[C:26](=[O:27])[C:25]2=[CH:28][CH:29]=[CH:30][CH:31]=[C:24]2[C:23]1=[O:32].[Na+].[Cl-]. Product: [N:1]1[C:11]2[N:10]([CH2:19][CH2:20][CH2:21][N:22]3[C:26](=[O:27])[C:25]4[C:24](=[CH:31][CH:30]=[CH:29][CH:28]=4)[C:23]3=[O:32])[C:9]3[CH:12]=[CH:13][CH:14]=[CH:15][C:8]=3[CH2:7][CH2:6][C:5]=2[CH:4]=[N:3][CH:2]=1. The catalyst class is: 3. (5) Reactant: [C:1]1([C:7]2[NH:11][N:10]=[C:9]([C:12]([NH:14][CH2:15][C:16]([OH:18])=O)=[O:13])[CH:8]=2)[CH:6]=[CH:5][CH:4]=[CH:3][CH:2]=1.CCN(C(C)C)C(C)C.C1C=CC2N(O)N=NC=2C=1.CCN=C=NCCCN(C)C.Cl.Cl.[Cl:51][C:52]1[CH:64]=[CH:63][CH:62]=[CH:61][C:53]=1[O:54][CH:55]1[CH2:60][CH2:59][NH:58][CH2:57][CH2:56]1. Product: [Cl:51][C:52]1[CH:64]=[CH:63][CH:62]=[CH:61][C:53]=1[O:54][CH:55]1[CH2:60][CH2:59][N:58]([C:16](=[O:18])[CH2:15][NH:14][C:12]([C:9]2[CH:8]=[C:7]([C:1]3[CH:2]=[CH:3][CH:4]=[CH:5][CH:6]=3)[NH:11][N:10]=2)=[O:13])[CH2:57][CH2:56]1. The catalyst class is: 18. (6) Reactant: [H-].[Na+].Cl[CH2:4][CH2:5][S:6](Cl)(=[O:8])=[O:7].[F:10][C:11]1[CH:12]=[C:13]([C:24]2[CH:29]=[CH:28][CH:27]=[CH:26][CH:25]=2)[CH:14]=[CH:15][C:16]=1[C:17]1[C:18]([NH2:23])=[N:19][CH:20]=[CH:21][CH:22]=1.O. Product: [F:10][C:11]1[CH:12]=[C:13]([C:24]2[CH:25]=[CH:26][CH:27]=[CH:28][CH:29]=2)[CH:14]=[CH:15][C:16]=1[C:17]1[C:18]2=[N:23][S:6](=[O:8])(=[O:7])[CH2:5][CH2:4][N:19]2[CH:20]=[CH:21][CH:22]=1. The catalyst class is: 134. (7) Reactant: [N:1]1[CH:6]=[CH:5][CH:4]=[C:3]([CH:7]([C:9]2[CH:10]=[N:11][CH:12]=[CH:13][CH:14]=2)O)[CH:2]=1.S(Cl)([Cl:17])=O. Product: [Cl:17][CH:7]([C:9]1[CH:10]=[N:11][CH:12]=[CH:13][CH:14]=1)[C:3]1[CH:2]=[N:1][CH:6]=[CH:5][CH:4]=1. The catalyst class is: 2.